From a dataset of Catalyst prediction with 721,799 reactions and 888 catalyst types from USPTO. Predict which catalyst facilitates the given reaction. (1) Reactant: [F:1][C:2]1[C:7]([O:8][CH2:9][C:10]2[O:14][N:13]=[C:12]([C:15]3[CH:20]=[CH:19][C:18]([O:21]C)=[CH:17][CH:16]=3)[N:11]=2)=[CH:6][CH:5]=[C:4]([F:23])[C:3]=1[C:24]([NH2:26])=[O:25].O. Product: [F:1][C:2]1[C:7]([O:8][CH2:9][C:10]2[O:14][N:13]=[C:12]([C:15]3[CH:20]=[CH:19][C:18]([OH:21])=[CH:17][CH:16]=3)[N:11]=2)=[CH:6][CH:5]=[C:4]([F:23])[C:3]=1[C:24]([NH2:26])=[O:25]. The catalyst class is: 2. (2) Reactant: [B-](F)(F)(F)F.CCOC(C(C#N)=NOC(N(C)C)=[N+](C)C)=O.C[O:24][C:25]([C@@H:27]1[CH2:29][C@H:28]1[CH2:30][N:31]1[CH2:36][CH2:35][CH:34]([C:37]2[C:41]3[S:42][CH:43]=[CH:44][C:40]=3[O:39][N:38]=2)[CH2:33][CH2:32]1)=O.CN1CCOCC1.[CH2:52]([C@H:54]1[CH2:59][CH2:58][C@H:57]([NH2:60])[CH2:56][CH2:55]1)[CH3:53]. Product: [CH2:52]([C@H:54]1[CH2:59][CH2:58][C@H:57]([NH:60][C:25]([C@@H:27]2[CH2:29][C@H:28]2[CH2:30][N:31]2[CH2:36][CH2:35][CH:34]([C:37]3[C:41]4[S:42][CH:43]=[CH:44][C:40]=4[O:39][N:38]=3)[CH2:33][CH2:32]2)=[O:24])[CH2:56][CH2:55]1)[CH3:53]. The catalyst class is: 9. (3) The catalyst class is: 52. Product: [CH3:25][C:20]1[O:21][C:22]([CH3:24])=[CH:23][C:19]=1[C:17]1[N:9]([C:6]2[CH:7]=[CH:8][C:3]([O:2][CH3:1])=[CH:4][CH:5]=2)[C:10]2[CH:15]=[CH:14][CH:13]=[CH:12][C:11]=2[N:16]=1. Reactant: [CH3:1][O:2][C:3]1[CH:8]=[CH:7][C:6]([NH:9][C:10]2[CH:15]=[CH:14][CH:13]=[CH:12][C:11]=2[NH:16][C:17]([C:19]2[CH:23]=[C:22]([CH3:24])[O:21][C:20]=2[CH3:25])=O)=[CH:5][CH:4]=1. (4) Reactant: C(Cl)(=O)C(Cl)=O.CS(C)=O.[Cl:11][C:12]1[CH:17]=[CH:16][C:15]([C:18]2[CH:23]=[CH:22][N:21]3[C:24](=[O:40])[N:25]([CH2:27][C:28]4[C:29]([CH2:38][OH:39])=[N:30][C:31]([C:34]([F:37])([F:36])[F:35])=[CH:32][CH:33]=4)[N:26]=[C:20]3[C:19]=2[C:41]2[CH:46]=[CH:45][N:44]=[CH:43][CH:42]=2)=[CH:14][CH:13]=1.C(N(CC)CC)C. Product: [Cl:11][C:12]1[CH:13]=[CH:14][C:15]([C:18]2[CH:23]=[CH:22][N:21]3[C:24](=[O:40])[N:25]([CH2:27][C:28]4[C:29]([CH:38]=[O:39])=[N:30][C:31]([C:34]([F:36])([F:37])[F:35])=[CH:32][CH:33]=4)[N:26]=[C:20]3[C:19]=2[C:41]2[CH:42]=[CH:43][N:44]=[CH:45][CH:46]=2)=[CH:16][CH:17]=1. The catalyst class is: 2. (5) Reactant: Cl[CH:2]([CH3:24])[C:3]([N:5]([CH:14]1[CH:21]2[CH2:22][CH:17]3[CH2:18][CH:19]([CH2:23][CH:15]1[CH2:16]3)[CH2:20]2)[NH:6]C(OC(C)(C)C)=O)=[O:4].FC(F)(F)C(O)=O. Product: [CH:21]12[CH2:20][CH:19]3[CH2:18][CH:17]([CH2:16][CH:15]([CH2:23]3)[CH:14]1[N:5]1[C:3](=[O:4])[CH:2]([CH3:24])[NH:6]1)[CH2:22]2. The catalyst class is: 4.